This data is from Full USPTO retrosynthesis dataset with 1.9M reactions from patents (1976-2016). The task is: Predict the reactants needed to synthesize the given product. The reactants are: Br[C:2]1[CH:23]=[CH:22][C:5]2[C:6]3[N:7]([CH:11]=[C:12]([C:14]4[N:18]([CH:19]([CH3:21])[CH3:20])[N:17]=[CH:16][N:15]=4)[N:13]=3)[CH2:8][CH2:9][O:10][C:4]=2[CH:3]=1.[CH2:24]([N:26]([CH2:43][CH3:44])[CH2:27][CH2:28][N:29]1[CH:33]=[C:32](B2OC(C)(C)C(C)(C)O2)[CH:31]=[N:30]1)[CH3:25].C(=O)([O-])[O-].[K+].[K+].C(#N)C. Given the product [CH2:43]([N:26]([CH2:24][CH3:25])[CH2:27][CH2:28][N:29]1[CH:33]=[C:32]([C:2]2[CH:23]=[CH:22][C:5]3[C:6]4[N:7]([CH:11]=[C:12]([C:14]5[N:18]([CH:19]([CH3:21])[CH3:20])[N:17]=[CH:16][N:15]=5)[N:13]=4)[CH2:8][CH2:9][O:10][C:4]=3[CH:3]=2)[CH:31]=[N:30]1)[CH3:44], predict the reactants needed to synthesize it.